This data is from Full USPTO retrosynthesis dataset with 1.9M reactions from patents (1976-2016). The task is: Predict the reactants needed to synthesize the given product. (1) Given the product [C:1]([C@:4]1([CH3:18])[CH2:8][O:7][C:6]([CH3:10])([CH3:9])[N:5]1[C:11]([O:13][C:14]([CH3:17])([CH3:16])[CH3:15])=[O:12])#[N:2], predict the reactants needed to synthesize it. The reactants are: [C:1]([C@:4]1([CH3:18])[CH2:8][O:7][C:6]([CH3:10])([CH3:9])[N:5]1[C:11]([O:13][C:14]([CH3:17])([CH3:16])[CH3:15])=[O:12])(=O)[NH2:2].C1COCC1.C(N(CC)CC)C.FC(F)(F)C(OC(=O)C(F)(F)F)=O. (2) Given the product [CH:1]1([O:6][C:7]2[CH:8]=[C:9]([C:15]3[NH:19][C:18]([CH:20]=[O:21])=[C:17]([C:22]([O:24][CH2:25][CH3:26])=[O:23])[CH:16]=3)[CH:10]=[CH:11][C:12]=2[O:13][CH3:14])[CH2:2][CH2:3][CH2:4][CH2:5]1, predict the reactants needed to synthesize it. The reactants are: [CH:1]1([O:6][C:7]2[CH:8]=[C:9]([C:15]3[NH:19][C:18]([CH2:20][OH:21])=[C:17]([C:22]([O:24][CH2:25][CH3:26])=[O:23])[CH:16]=3)[CH:10]=[CH:11][C:12]=2[O:13][CH3:14])[CH2:5][CH2:4][CH2:3][CH2:2]1. (3) Given the product [F:1][C:2]1[CH:7]=[CH:6][CH:5]=[C:4]([F:8])[C:3]=1[N:9]1[C:17]2[CH:16]=[CH:15][NH:14][C:13](=[O:18])[C:12]=2[C:11]([C:20]2[CH:25]=[CH:24][C:23]([CH2:26][C:27]#[N:28])=[CH:22][CH:21]=2)=[N:10]1, predict the reactants needed to synthesize it. The reactants are: [F:1][C:2]1[CH:7]=[CH:6][CH:5]=[C:4]([F:8])[C:3]=1[N:9]1[C:17]2[CH:16]=[CH:15][N:14]=[C:13]([O:18]C)[C:12]=2[C:11]([C:20]2[CH:25]=[CH:24][C:23]([CH2:26][C:27]#[N:28])=[CH:22][CH:21]=2)=[N:10]1.[I-].[Na+].Cl[Si](C)(C)C.C(=O)([O-])O.[Na+]. (4) Given the product [NH2:17][C:13]1[CH:12]=[C:11]([CH:9]([OH:10])[CH2:8][N:34]2[CH2:35][CH2:36][N:31]([C:27]3[CH:26]=[CH:25][CH:24]=[C:23]4[C:28]=3[CH:29]=[CH:30][C:21]([CH3:20])=[N:22]4)[CH2:32][CH2:33]2)[CH:16]=[CH:15][CH:14]=1, predict the reactants needed to synthesize it. The reactants are: C(=O)([O-])[O-].[Na+].[Na+].Br[CH2:8][C:9]([C:11]1[CH:16]=[CH:15][CH:14]=[C:13]([N+:17]([O-])=O)[CH:12]=1)=[O:10].[CH3:20][C:21]1[CH:30]=[CH:29][C:28]2[C:23](=[CH:24][CH:25]=[CH:26][C:27]=2[N:31]2[CH2:36][CH2:35][NH:34][CH2:33][CH2:32]2)[N:22]=1.[BH4-].[Na+]. (5) Given the product [Cl:1][C:2]1[CH:3]=[C:4]([N+:9]([O-:11])=[O:10])[C:5]([NH2:8])=[N:6][CH:7]=1, predict the reactants needed to synthesize it. The reactants are: [Cl:1][C:2]1[CH:3]=[CH:4][C:5]([NH2:8])=[N:6][CH:7]=1.[N+:9]([O-])([OH:11])=[O:10].[OH-].[Na+]. (6) Given the product [C@H:27]1([NH:26][C:21]2[CH:20]=[CH:19][C:18]3[C:23](=[CH:24][CH:25]=[C:16]([N:4]([CH2:1][CH2:2][CH3:3])[C:5]([NH:7][C:8]4[CH:9]=[CH:10][C:11]([O:14][CH3:15])=[CH:12][CH:13]=4)=[O:6])[CH:17]=3)[N:22]=2)[C:35]2[C:30](=[CH:31][CH:32]=[CH:33][CH:34]=2)[CH2:29][CH2:28]1, predict the reactants needed to synthesize it. The reactants are: [CH2:1]([N:4]([C:16]1[CH:17]=[C:18]2[C:23](=[CH:24][CH:25]=1)[N:22]=[C:21]([NH:26][C@H:27]1[C:35]3[C:30](=[CH:31][CH:32]=[CH:33][CH:34]=3)[CH2:29][CH2:28]1)[CH:20]=[CH:19]2)[C:5]([NH:7][C:8]1[CH:13]=[CH:12][C:11]([O:14][CH3:15])=[CH:10][CH:9]=1)=[O:6])[CH:2]=[CH2:3]. (7) Given the product [CH3:1][C:2]1[N:3]=[C:4]([C:7]2[C:8]3[CH2:15][CH2:14][CH2:13][C:9]=3[S:10][C:11]=2[NH:12][C:25]([C:16]2[CH2:21][CH2:20][CH2:19][CH2:18][C:17]=2[C:22]([OH:24])=[O:23])=[O:26])[S:5][CH:6]=1, predict the reactants needed to synthesize it. The reactants are: [CH3:1][C:2]1[N:3]=[C:4]([C:7]2[C:8]3[CH2:15][CH2:14][CH2:13][C:9]=3[S:10][C:11]=2[NH2:12])[S:5][CH:6]=1.[C:16]12[C:25](=[O:26])[O:24][C:22](=[O:23])[C:17]=1[CH2:18][CH2:19][CH2:20][CH2:21]2.